Dataset: Acute oral toxicity (LD50) regression data from Zhu et al.. Task: Regression/Classification. Given a drug SMILES string, predict its toxicity properties. Task type varies by dataset: regression for continuous values (e.g., LD50, hERG inhibition percentage) or binary classification for toxic/non-toxic outcomes (e.g., AMES mutagenicity, cardiotoxicity, hepatotoxicity). Dataset: ld50_zhu. (1) The drug is CC(O)Cn1cnc2c1c(=O)n(C)c(=O)n2C. The rat oral LD50 is 2.71, given as -log10 of the dose in mol/kg body weight (higher means more acutely toxic). (2) The molecule is CN1CCN(C2=Nc3cc(Cl)ccc3Nc3ccccc32)CC1. The rat oral LD50 is 3.12, given as -log10 of the dose in mol/kg body weight (higher means more acutely toxic). (3) The compound is CCC(=O)OC(C)c1ccccc1. The rat oral LD50 is 1.53, given as -log10 of the dose in mol/kg body weight (higher means more acutely toxic).